Dataset: Reaction yield outcomes from USPTO patents with 853,638 reactions. Task: Predict the reaction yield, written as a fraction of the theoretical maximum amount of product (1.0 means a 100% yield; for example, 0.34 means a 34% yield). The reactants are [C:1]([C:5]1[CH:10]=[CH:9][C:8]([C:11]2[CH:16]=[CH:15][CH:14]=[C:13]([CH:17]3[C:26]([CH3:28])([CH3:27])[CH2:25][C:24]4[C:19](=[CH:20][CH:21]=[C:22]([C:29]([OH:31])=O)[CH:23]=4)[NH:18]3)[CH:12]=2)=[CH:7][CH:6]=1)([CH3:4])([CH3:3])[CH3:2].[CH3:32][S:33]([NH2:36])(=[O:35])=[O:34]. The catalyst is CN(C)C1C=CN=CC=1.ClCCl. The product is [C:1]([C:5]1[CH:6]=[CH:7][C:8]([C:11]2[CH:16]=[CH:15][CH:14]=[C:13]([CH:17]3[C:26]([CH3:27])([CH3:28])[CH2:25][C:24]4[C:19](=[CH:20][CH:21]=[C:22]([C:29]([NH:36][S:33]([CH3:32])(=[O:35])=[O:34])=[O:31])[CH:23]=4)[NH:18]3)[CH:12]=2)=[CH:9][CH:10]=1)([CH3:4])([CH3:3])[CH3:2]. The yield is 0.280.